Task: Predict which catalyst facilitates the given reaction.. Dataset: Catalyst prediction with 721,799 reactions and 888 catalyst types from USPTO (1) Reactant: [Cl:1][C:2]1[CH:3]=[C:4]([Cl:30])[C:5]2[N:10]=[C:9]([C:11]3[N:15]([C:16]4[C:21]([Cl:22])=[CH:20][CH:19]=[CH:18][N:17]=4)[N:14]=[C:13]([O:23][S:24]([CH3:27])(=[O:26])=[O:25])[CH:12]=3)[O:8][C:7](=[O:28])[C:6]=2[CH:29]=1.[CH:31]([NH2:34])([CH3:33])[CH3:32]. Product: [Cl:22][C:21]1[C:16]([N:15]2[C:11]([C:9]([NH:10][C:5]3[C:6]([C:7]([NH:34][CH:31]([CH3:33])[CH3:32])=[O:28])=[CH:29][C:2]([Cl:1])=[CH:3][C:4]=3[Cl:30])=[O:8])=[CH:12][C:13]([O:23][S:24]([CH3:27])(=[O:26])=[O:25])=[N:14]2)=[N:17][CH:18]=[CH:19][CH:20]=1. The catalyst class is: 10. (2) Reactant: [CH3:1][S:2]([C:5]1[CH:6]=[C:7]([CH:11]=[CH:12][CH:13]=1)[C:8](O)=[O:9])(=[O:4])=[O:3].B.C1COCC1. Product: [CH3:1][S:2]([C:5]1[CH:6]=[C:7]([CH2:8][OH:9])[CH:11]=[CH:12][CH:13]=1)(=[O:3])=[O:4]. The catalyst class is: 1. (3) Reactant: C([O:4][C:5]1[N:10]=[C:9]2[N:11](C(=O)C)[CH:12]=[CH:13][C:8]2=[CH:7][CH:6]=1)(=O)C.C([O-])([O-])=O.[K+].[K+]. Product: [NH:11]1[C:9]2=[N:10][C:5]([OH:4])=[CH:6][CH:7]=[C:8]2[CH:13]=[CH:12]1. The catalyst class is: 24. (4) Reactant: Br[C:2]1[S:6][C:5]([CH2:7][O:8][C:9]2[C:10]([F:19])=[C:11]([C:15]([F:18])=[CH:16][CH:17]=2)[C:12]([NH2:14])=[O:13])=[N:4][C:3]=1[C:20]1[CH:25]=[CH:24][C:23]([O:26][CH3:27])=[CH:22][CH:21]=1.[C:28]([Cu])#[N:29].Cl. Product: [C:28]([C:2]1[S:6][C:5]([CH2:7][O:8][C:9]2[C:10]([F:19])=[C:11]([C:15]([F:18])=[CH:16][CH:17]=2)[C:12]([NH2:14])=[O:13])=[N:4][C:3]=1[C:20]1[CH:25]=[CH:24][C:23]([O:26][CH3:27])=[CH:22][CH:21]=1)#[N:29]. The catalyst class is: 17. (5) Reactant: Cl[C:2]1[C:3]2[N:10]([CH2:11][CH2:12][NH:13][C:14](=[O:20])[O:15][C:16]([CH3:19])([CH3:18])[CH3:17])[CH:9]=[CH:8][C:4]=2[N:5]=[CH:6][N:7]=1.[CH3:21][C:22]1[CH:23]=[C:24]([CH:26]=[CH:27][C:28]=1[O:29][C:30]1[CH:35]=[CH:34][CH:33]=[C:32]([Cl:36])[CH:31]=1)[NH2:25].C(=O)(O)[O-].[Na+]. Product: [Cl:36][C:32]1[CH:31]=[C:30]([CH:35]=[CH:34][CH:33]=1)[O:29][C:28]1[CH:27]=[CH:26][C:24]([NH:25][C:2]2[C:3]3[N:10]([CH2:11][CH2:12][NH:13][C:14](=[O:20])[O:15][C:16]([CH3:19])([CH3:18])[CH3:17])[CH:9]=[CH:8][C:4]=3[N:5]=[CH:6][N:7]=2)=[CH:23][C:22]=1[CH3:21]. The catalyst class is: 32.